Predict the reaction yield, written as a fraction of the theoretical maximum amount of product (1.0 means a 100% yield; for example, 0.34 means a 34% yield). From a dataset of Reaction yield outcomes from USPTO patents with 853,638 reactions. The catalyst is CC(O)C.[Pd]. The product is [ClH:23].[CH:1]1([N:6]2[CH2:11][CH2:10][CH:9]([C:12]3[CH:13]=[CH:14][C:15]([NH2:18])=[CH:16][CH:17]=3)[CH2:8][CH2:7]2)[CH2:2][CH2:3][CH2:4][CH2:5]1. The yield is 0.600. The reactants are [CH:1]1([N:6]2[CH2:11][CH2:10][CH:9]([C:12]3[CH:17]=[CH:16][C:15]([N+:18]([O-])=O)=[CH:14][CH:13]=3)[CH2:8][CH2:7]2)[CH2:5][CH2:4][CH2:3][CH2:2]1.[H][H].[ClH:23].